Dataset: Full USPTO retrosynthesis dataset with 1.9M reactions from patents (1976-2016). Task: Predict the reactants needed to synthesize the given product. (1) Given the product [F:32][C:28]1[C:29]([CH3:31])=[N:30][C:25]([N:7]2[CH2:8][CH:4]3[CH:5]([CH2:1][N:2]([C:9]([C:11]4[CH:16]=[CH:15][C:14]([O:17][CH3:18])=[CH:13][C:12]=4[N:19]4[N:20]=[CH:21][CH:22]=[N:23]4)=[O:10])[CH2:3]3)[CH2:6]2)=[N:26][CH:27]=1, predict the reactants needed to synthesize it. The reactants are: [CH2:1]1[CH:5]2[CH2:6][NH:7][CH2:8][CH:4]2[CH2:3][N:2]1[C:9]([C:11]1[CH:16]=[CH:15][C:14]([O:17][CH3:18])=[CH:13][C:12]=1[N:19]1[N:23]=[CH:22][CH:21]=[N:20]1)=[O:10].Cl[C:25]1[N:30]=[C:29]([CH3:31])[C:28]([F:32])=[CH:27][N:26]=1.CCN(C(C)C)C(C)C. (2) Given the product [Cl:8][C:6]1[CH:7]=[C:2]([N:9]2[CH:13]=[N:12][CH:11]=[N:10]2)[N:3]=[CH:4][N:5]=1, predict the reactants needed to synthesize it. The reactants are: Cl[C:2]1[CH:7]=[C:6]([Cl:8])[N:5]=[CH:4][N:3]=1.[NH:9]1[CH:13]=[N:12][CH:11]=[N:10]1.[OH-].[Na+].